Dataset: Reaction yield outcomes from USPTO patents with 853,638 reactions. Task: Predict the reaction yield, written as a fraction of the theoretical maximum amount of product (1.0 means a 100% yield; for example, 0.34 means a 34% yield). The reactants are CC1C=C(N2CCN(CC3C=CC(C(F)(F)F)=CC=3)C2=O)SC=1C(OCC)=O.[CH3:29][C:30]1[N:31]=[C:32]([N:40]2[CH2:44][CH2:43][N:42]([CH2:45][C:46]3[CH:50]=[C:49]([CH3:51])[O:48][N:47]=3)[C:41]2=[O:52])[S:33][C:34]=1[C:35]([O:37]CC)=[O:36]. No catalyst specified. The product is [CH3:29][C:30]1[N:31]=[C:32]([N:40]2[CH2:44][CH2:43][N:42]([CH2:45][C:46]3[CH:50]=[C:49]([CH3:51])[O:48][N:47]=3)[C:41]2=[O:52])[S:33][C:34]=1[C:35]([OH:37])=[O:36]. The yield is 0.850.